This data is from Forward reaction prediction with 1.9M reactions from USPTO patents (1976-2016). The task is: Predict the product of the given reaction. (1) Given the reactants [C:1]([C:3]1[CH:8]=[CH:7][C:6]([C@@H:9]2[C:14]([C:15]#[N:16])=[C:13]([CH3:17])[N:12]([C:18]3[CH:23]=[CH:22][CH:21]=[C:20]([C:24]([F:27])([F:26])[F:25])[CH:19]=3)[C:11](=[O:28])[NH:10]2)=[C:5]([S:29]([CH3:32])(=[O:31])=[O:30])[CH:4]=1)#[N:2].C(N(CC)CC)C.Cl[C:41]([O:43][C:44]1[CH:49]=[CH:48][C:47]([N+:50]([O-:52])=[O:51])=[CH:46][CH:45]=1)=[O:42].O, predict the reaction product. The product is: [C:15]([C:14]1[C@@H:9]([C:6]2[CH:7]=[CH:8][C:3]([C:1]#[N:2])=[CH:4][C:5]=2[S:29]([CH3:32])(=[O:31])=[O:30])[N:10]([C:41]([O:43][C:44]2[CH:45]=[CH:46][C:47]([N+:50]([O-:52])=[O:51])=[CH:48][CH:49]=2)=[O:42])[C:11](=[O:28])[N:12]([C:18]2[CH:23]=[CH:22][CH:21]=[C:20]([C:24]([F:27])([F:26])[F:25])[CH:19]=2)[C:13]=1[CH3:17])#[N:16]. (2) Given the reactants Br[C:2]1[CH:3]=[C:4]2[N:9]([CH:10]=1)[CH:8]=[CH:7][C:6]([C:11]([O:13][CH2:14][CH3:15])=[O:12])=[CH:5]2.[B:16]1([B:16]2[O:20][C:19]([CH3:22])([CH3:21])[C:18]([CH3:24])([CH3:23])[O:17]2)[O:20][C:19]([CH3:22])([CH3:21])[C:18]([CH3:24])([CH3:23])[O:17]1.C([O-])(=O)C.[K+], predict the reaction product. The product is: [CH3:23][C:18]1([CH3:24])[C:19]([CH3:22])([CH3:21])[O:20][B:16]([C:2]2[CH:3]=[C:4]3[N:9]([CH:10]=2)[CH:8]=[CH:7][C:6]([C:11]([O:13][CH2:14][CH3:15])=[O:12])=[CH:5]3)[O:17]1.